The task is: Predict the reaction yield, written as a fraction of the theoretical maximum amount of product (1.0 means a 100% yield; for example, 0.34 means a 34% yield).. This data is from Reaction yield outcomes from USPTO patents with 853,638 reactions. (1) The reactants are [Br:1][C:2]1[CH:3]=[CH:4][CH:5]=[C:6]2[C:10]=1[NH:9][CH:8]=[CH:7]2.[OH-].[K+].CS(C)=O.[F:17][C:18]([F:28])([F:27])[C:19]1[CH:20]=[C:21]([CH:24]=[CH:25][CH:26]=1)[CH2:22]Br. The catalyst is O. The product is [Br:1][C:2]1[CH:3]=[CH:4][CH:5]=[C:6]2[C:10]=1[N:9]([CH2:22][C:21]1[CH:24]=[CH:25][CH:26]=[C:19]([C:18]([F:17])([F:27])[F:28])[CH:20]=1)[CH:8]=[CH:7]2. The yield is 0.940. (2) The reactants are Cl[C:2]1[N:9]=[C:8]([CH3:10])[CH:7]=[CH:6][C:3]=1[C:4]#[N:5].NC(N)=[S:13]. The catalyst is C(O)CCC. The product is [SH:13][C:2]1[N:9]=[C:8]([CH3:10])[CH:7]=[CH:6][C:3]=1[C:4]#[N:5]. The yield is 1.00. (3) The reactants are [Na:1].[CH3:2][C:3]1[C:4]([CH2:20][S:21]([C:23]2[NH:27][C:26]3[CH:28]=[CH:29][CH:30]=[CH:31][C:25]=3[N:24]=2)=[O:22])=[N:5][CH:6]=[CH:7][C:8]=1OCCC1(CCC)OCCO1.ClC1C=C[N+]([O-])=C(C)C=1C.[CH2:42]([C:44]1([CH2:50][OH:51])[O:49][CH2:48][CH2:47][CH2:46][O:45]1)[CH3:43]. No catalyst specified. The product is [Na:1].[CH2:42]([C:44]1([CH2:50][O:51][C:8]2[CH:7]=[CH:6][N:5]=[C:4]([CH2:20][S:21]([C:23]3[NH:27][C:26]4[CH:28]=[CH:29][CH:30]=[CH:31][C:25]=4[N:24]=3)=[O:22])[C:3]=2[CH3:2])[O:49][CH2:48][CH2:47][CH2:46][O:45]1)[CH3:43]. The yield is 0.0960. (4) The reactants are Cl[C:2]1[C:7]2[CH2:8][N:9]([CH:12]([C:14]3[CH:15]=[N:16][C:17]([O:21][CH2:22][C:23]([F:26])([F:25])[F:24])=[C:18]([CH3:20])[CH:19]=3)[CH3:13])[C:10](=[O:11])[C:6]=2[CH:5]=[CH:4][N:3]=1.C([O:30][C:31]([CH3:36])([CH3:35])[C:32]([NH2:34])=[O:33])(=O)C.CC1(C)C2C=CC=C(P(C3C=CC=CC=3)C3C=CC=CC=3)C=2OC2C1=CC=CC=2P(C1C=CC=CC=1)C1C=CC=CC=1.P([O-])([O-])([O-])=O.[K+].[K+].[K+]. The catalyst is O1CCOCC1.C1C=CC(/C=C/C(/C=C/C2C=CC=CC=2)=O)=CC=1.C1C=CC(/C=C/C(/C=C/C2C=CC=CC=2)=O)=CC=1.C1C=CC(/C=C/C(/C=C/C2C=CC=CC=2)=O)=CC=1.[Pd].[Pd]. The product is [OH:30][C:31]([CH3:36])([CH3:35])[C:32]([NH:34][C:2]1[C:7]2[CH2:8][N:9]([CH:12]([C:14]3[CH:15]=[N:16][C:17]([O:21][CH2:22][C:23]([F:25])([F:26])[F:24])=[C:18]([CH3:20])[CH:19]=3)[CH3:13])[C:10](=[O:11])[C:6]=2[CH:5]=[CH:4][N:3]=1)=[O:33]. The yield is 0.310.